Predict which catalyst facilitates the given reaction. From a dataset of Catalyst prediction with 721,799 reactions and 888 catalyst types from USPTO. (1) Reactant: F[C:2]1[CH:7]=[CH:6][C:5]([S:8]([CH3:11])(=[O:10])=[O:9])=[CH:4][CH:3]=1.[C@H:12]12[CH2:18][C@H:15]([NH:16][CH2:17]1)[CH2:14][NH:13]2.C([O-])([O-])=O.[K+].[K+]. Product: [CH3:11][S:8]([C:5]1[CH:6]=[CH:7][C:2]([N:13]2[CH2:14][C@@H:15]3[CH2:18][C@H:12]2[CH2:17][NH:16]3)=[CH:3][CH:4]=1)(=[O:10])=[O:9]. The catalyst class is: 3. (2) Reactant: [Cl:1][C:2]1[CH:10]=[C:9]2[C:5]([C:6]([S:11]([C:14]3[CH:15]=[CH:16][C:17]([CH3:21])=[C:18]([NH2:20])[CH:19]=3)(=[O:13])=[O:12])=[CH:7][NH:8]2)=[CH:4][CH:3]=1.[CH3:22][N:23]1[CH2:28][CH2:27][C:26](=O)[CH2:25][CH2:24]1.S([O-])([O-])(=O)=O.[Na+].[Na+].C(O[BH-](OC(=O)C)OC(=O)C)(=O)C.[Na+]. Product: [CH3:21][C:17]1[CH:16]=[CH:15][C:14]([S:11]([C:6]2[C:5]3[C:9](=[CH:10][C:2]([Cl:1])=[CH:3][CH:4]=3)[NH:8][CH:7]=2)(=[O:13])=[O:12])=[CH:19][C:18]=1[NH:20][CH:26]1[CH2:27][CH2:28][N:23]([CH3:22])[CH2:24][CH2:25]1. The catalyst class is: 15.